Task: Predict the reaction yield, written as a fraction of the theoretical maximum amount of product (1.0 means a 100% yield; for example, 0.34 means a 34% yield).. Dataset: Reaction yield outcomes from USPTO patents with 853,638 reactions (1) The reactants are [Cl:1][C:2]1[C:7]([CH3:8])=[C:6]([F:9])[CH:5]=[CH:4][C:3]=1[N:10]1[CH2:15][CH2:14][N:13]([CH2:16][CH2:17][CH2:18][CH:19]=[CH:20][C:21]2[N:30]=[C:29]3[C:24]([CH2:25][CH2:26][C:27](=[O:31])[NH:28]3)=[CH:23][CH:22]=2)[CH2:12][CH2:11]1. The catalyst is [Ni].CCO.C1COCC1. The product is [Cl:1][C:2]1[C:7]([CH3:8])=[C:6]([F:9])[CH:5]=[CH:4][C:3]=1[N:10]1[CH2:11][CH2:12][N:13]([CH2:16][CH2:17][CH2:18][CH2:19][CH2:20][C:21]2[N:30]=[C:29]3[C:24]([CH2:25][CH2:26][C:27](=[O:31])[NH:28]3)=[CH:23][CH:22]=2)[CH2:14][CH2:15]1. The yield is 0.890. (2) The reactants are C(OC(NC1C(=O)N2C(C)(C(O)=O)CCC2=NC=1)=O)C1C=CC=CC=1.C([O:30][C:31]([C:33]1([CH2:54][CH3:55])[N:37]2[C:38](=[O:53])[C:39]([NH:42][C:43]([O:45][CH2:46][C:47]3[CH:52]=[CH:51][CH:50]=[CH:49][CH:48]=3)=[O:44])=[CH:40][N:41]=[C:36]2[CH2:35][CH2:34]1)=[O:32])(C)(C)C. No catalyst specified. The product is [CH2:46]([O:45][C:43]([NH:42][C:39]1[C:38](=[O:53])[N:37]2[C:33]([CH2:54][CH3:55])([C:31]([OH:32])=[O:30])[CH2:34][CH2:35][C:36]2=[N:41][CH:40]=1)=[O:44])[C:47]1[CH:48]=[CH:49][CH:50]=[CH:51][CH:52]=1. The yield is 0.990. (3) The reactants are [CH3:1][C:2]1[C:6]2[CH:7]=[N:8][CH:9]=[CH:10][C:5]=2[S:4][C:3]=1[C:11](OCC)=[O:12].[Cl-].[Ca+2].[Cl-].[BH4-].[Na+].[Cl-].[NH4+]. The catalyst is O1CCCC1.[O-2].[O-2].[Mn+4].C(O)C. The product is [CH3:1][C:2]1[C:6]2[CH:7]=[N:8][CH:9]=[CH:10][C:5]=2[S:4][C:3]=1[CH:11]=[O:12]. The yield is 0.560. (4) The reactants are [N:1]12[CH2:8][CH2:7][C:4]([C:9]([C:17]3[CH:22]=[CH:21][CH:20]=[CH:19][CH:18]=3)([C:11]3[CH:16]=[CH:15][CH:14]=[CH:13][CH:12]=3)[OH:10])([CH2:5][CH2:6]1)[CH2:3][CH2:2]2.[F:23][C:24]1[CH:29]=[CH:28][CH:27]=[CH:26][C:25]=1[O:30][CH2:31][CH2:32][CH2:33][Br:34]. The catalyst is CC#N. The product is [Br-:34].[F:23][C:24]1[CH:29]=[CH:28][CH:27]=[CH:26][C:25]=1[O:30][CH2:31][CH2:32][CH2:33][N+:1]12[CH2:6][CH2:5][C:4]([C:9]([OH:10])([C:17]3[CH:22]=[CH:21][CH:20]=[CH:19][CH:18]=3)[C:11]3[CH:12]=[CH:13][CH:14]=[CH:15][CH:16]=3)([CH2:3][CH2:2]1)[CH2:7][CH2:8]2. The yield is 0.683. (5) The product is [CH3:33][C:23]1[CH:28]=[CH:27][C:26]([S:29]([O:18][CH2:17][C:12]2[C:11]([CH3:19])=[C:10]([O:9][CH2:8][CH:5]3[CH2:6][O:7][C:2]([CH3:20])([CH3:1])[O:3][CH2:4]3)[C:15]([CH3:16])=[CH:14][N:13]=2)(=[O:31])=[O:30])=[CH:25][CH:24]=1. The catalyst is O1CCCC1. The yield is 0.880. The reactants are [CH3:1][C:2]1([CH3:20])[O:7][CH2:6][CH:5]([CH2:8][O:9][C:10]2[C:15]([CH3:16])=[CH:14][N:13]=[C:12]([CH2:17][OH:18])[C:11]=2[CH3:19])[CH2:4][O:3]1.[OH-].[Na+].[C:23]1([CH3:33])[CH:28]=[CH:27][C:26]([S:29](Cl)(=[O:31])=[O:30])=[CH:25][CH:24]=1. (6) The product is [N:31]([CH:24]1[CH:23]2[CH2:22][C:21]3([O:20][CH2:19][C:13]4[CH:14]=[CH:15][CH:16]=[CH:17][CH:18]=4)[CH2:28][CH:27]([CH2:26][CH:25]1[CH2:30]3)[CH2:29]2)=[C:1]=[O:2]. The reactants are [C:1](Cl)(Cl)=[O:2].C1(C)C=CC=CC=1.Cl.[C:13]1([CH2:19][O:20][C:21]23[CH2:30][CH:25]4[CH2:26][CH:27]([CH2:29][CH:23]([CH:24]4[NH2:31])[CH2:22]2)[CH2:28]3)[CH:18]=[CH:17][CH:16]=[CH:15][CH:14]=1. No catalyst specified. The yield is 0.900. (7) The reactants are [Cl:1][C:2]1[C:3]([S:12]([OH:15])(=O)=[O:13])=[CH:4][C:5]2[O:9][C:8](=[O:10])[NH:7][C:6]=2[CH:11]=1.S(Cl)([Cl:18])=O. The catalyst is CN(C=O)C.C(Cl)Cl. The product is [Cl:1][C:2]1[C:3]([S:12]([Cl:18])(=[O:15])=[O:13])=[CH:4][C:5]2[O:9][C:8](=[O:10])[NH:7][C:6]=2[CH:11]=1. The yield is 0.430.